Dataset: Retrosynthesis with 50K atom-mapped reactions and 10 reaction types from USPTO. Task: Predict the reactants needed to synthesize the given product. (1) Given the product O=C(O)c1cnc2c3c(ccc2c1)C(=O)C([N+](=O)[O-])C=N3, predict the reactants needed to synthesize it. The reactants are: CCOC(=O)c1cnc2c3c(ccc2c1)C(=O)C([N+](=O)[O-])C=N3. (2) Given the product CCOCCN1CCN(CC(=O)N[C@@H](COCc2ccccc2)C(=O)Nc2ccc(Oc3ccc(F)cc3)cc2)CC1, predict the reactants needed to synthesize it. The reactants are: CCOCCN1CCN(CC(=O)O)CC1.N[C@@H](COCc1ccccc1)C(=O)Nc1ccc(Oc2ccc(F)cc2)cc1. (3) Given the product COc1ccc(CN(c2cc3oc(-c4ccc(F)cc4)c(CO)c3cc2OC(C)C)S(C)(=O)=O)cc1, predict the reactants needed to synthesize it. The reactants are: COC(=O)c1c(-c2ccc(F)cc2)oc2cc(N(Cc3ccc(OC)cc3)S(C)(=O)=O)c(OC(C)C)cc12. (4) Given the product CN(CCO[Si](C)(C)C(C)(C)C)C(=O)OC(C)(C)C, predict the reactants needed to synthesize it. The reactants are: CC(C)(C)OC(=O)NCCO[Si](C)(C)C(C)(C)C.CI. (5) Given the product COC(=O)c1ccc(S(=O)(=O)Nc2ccc(C(F)(F)F)cc2Cl)cc1, predict the reactants needed to synthesize it. The reactants are: COC(=O)c1ccc(S(=O)(=O)Cl)cc1.Nc1ccc(C(F)(F)F)cc1Cl. (6) Given the product c1ccc(Cn2nc(-c3ccco3)c3cncnc32)cc1, predict the reactants needed to synthesize it. The reactants are: Clc1ncnc2c1c(-c1ccco1)nn2Cc1ccccc1. (7) Given the product CC(C)C[C@H](CO)Nc1nc(SCc2ccccc2)nc2nc(Br)sc12, predict the reactants needed to synthesize it. The reactants are: BrC(Br)Br.CC(C)C[C@H](CO)Nc1nc(SCc2ccccc2)nc2nc(N)sc12.